This data is from Forward reaction prediction with 1.9M reactions from USPTO patents (1976-2016). The task is: Predict the product of the given reaction. Given the reactants [Br:1][CH2:2][C@@H:3]([OH:7])[CH2:4][CH2:5][Br:6].N1C=CN=C1.[C:13]([Si:17](Cl)([C:24]1[CH:29]=[CH:28][CH:27]=[CH:26][CH:25]=1)[C:18]1[CH:23]=[CH:22][CH:21]=[CH:20][CH:19]=1)([CH3:16])([CH3:15])[CH3:14].O, predict the reaction product. The product is: [Br:6][CH2:5][CH2:4][C@@H:3]([CH2:2][Br:1])[O:7][Si:17]([C:13]([CH3:16])([CH3:15])[CH3:14])([C:24]1[CH:25]=[CH:26][CH:27]=[CH:28][CH:29]=1)[C:18]1[CH:23]=[CH:22][CH:21]=[CH:20][CH:19]=1.